From a dataset of CYP2C9 inhibition data for predicting drug metabolism from PubChem BioAssay. Regression/Classification. Given a drug SMILES string, predict its absorption, distribution, metabolism, or excretion properties. Task type varies by dataset: regression for continuous measurements (e.g., permeability, clearance, half-life) or binary classification for categorical outcomes (e.g., BBB penetration, CYP inhibition). Dataset: cyp2c9_veith. (1) The molecule is C[C@@H](Cc1ccc(OCC(=O)[O-])cc1)NC[C@H](O)c1cccc(Cl)c1. The result is 1 (inhibitor). (2) The result is 0 (non-inhibitor). The compound is CCC(=O)O[C@@H]1CC(=O)O[C@H](C)C/C=C\C=C/[C@H](O)[C@H](C)C[C@H](CC=O)[C@@H](O[C@H]2O[C@@H](C)[C@@H](O[C@@H]3C[C@](C)(O)[C@H](OC(=O)CC)[C@H](C)O3)[C@@H](N(C)C)[C@@H]2O)[C@@H]1OC. (3) The drug is C[N+](C)(C)/N=C\c1ccc(O)c(O)c1.[I-]. The result is 0 (non-inhibitor).